Dataset: Peptide-MHC class II binding affinity with 134,281 pairs from IEDB. Task: Regression. Given a peptide amino acid sequence and an MHC pseudo amino acid sequence, predict their binding affinity value. This is MHC class II binding data. (1) The peptide sequence is VLAPTRVVLSEMKEA. The MHC is HLA-DQA10601-DQB10402 with pseudo-sequence HLA-DQA10601-DQB10402. The binding affinity (normalized) is 0.284. (2) The peptide sequence is SLPLFTGQASFDLAA. The MHC is DRB1_0401 with pseudo-sequence DRB1_0401. The binding affinity (normalized) is 0.810. (3) The peptide sequence is CKKYFAATQFEPLAA. The MHC is HLA-DPA10201-DPB10501 with pseudo-sequence HLA-DPA10201-DPB10501. The binding affinity (normalized) is 0.701. (4) The peptide sequence is VKLVDANGKLHDKKS. The MHC is DRB1_1001 with pseudo-sequence DRB1_1001. The binding affinity (normalized) is 0.105. (5) The peptide sequence is IIGVLHQNFKDTSMQ. The MHC is HLA-DQA10303-DQB10402 with pseudo-sequence HLA-DQA10303-DQB10402. The binding affinity (normalized) is 0. (6) The peptide sequence is NPIASTNDDEVLIEV. The MHC is DRB1_1101 with pseudo-sequence DRB1_1101. The binding affinity (normalized) is 0.0685. (7) The peptide sequence is PKGGAESSSKAALTS. The MHC is DRB1_0701 with pseudo-sequence DRB1_0701. The binding affinity (normalized) is 0.220. (8) The MHC is HLA-DPA10301-DPB10402 with pseudo-sequence HLA-DPA10301-DPB10402. The peptide sequence is DIIEGPVKNVAVPLY. The binding affinity (normalized) is 0.168. (9) The MHC is HLA-DPA10103-DPB10601 with pseudo-sequence HLA-DPA10103-DPB10601. The peptide sequence is AAATAGGTVYGAFAA. The binding affinity (normalized) is 0.